From a dataset of Full USPTO retrosynthesis dataset with 1.9M reactions from patents (1976-2016). Predict the reactants needed to synthesize the given product. Given the product [C:33]([O-:40])(=[O:39])/[CH:34]=[CH:35]\[C:36]([O-:38])=[O:37].[C:33]([OH:40])(=[O:39])/[CH:34]=[CH:35]\[C:36]([OH:38])=[O:37].[Cl:1][C:2]1[CH:7]=[C:6]([O:8][C:9]2[C:18]3[C:13](=[CH:14][C:15]([O:21][CH3:22])=[C:16]([O:19][CH3:20])[CH:17]=3)[N:12]=[CH:11][CH:10]=2)[CH:5]=[CH:4][C:3]=1[NH:23][C:24]([NH:26][C:27]1[CH:31]=[C:30]([CH3:32])[O:29][N:28]=1)=[O:25], predict the reactants needed to synthesize it. The reactants are: [Cl:1][C:2]1[CH:7]=[C:6]([O:8][C:9]2[C:18]3[C:13](=[CH:14][C:15]([O:21][CH3:22])=[C:16]([O:19][CH3:20])[CH:17]=3)[N:12]=[CH:11][CH:10]=2)[CH:5]=[CH:4][C:3]=1[NH:23][C:24]([NH:26][C:27]1[CH:31]=[C:30]([CH3:32])[O:29][N:28]=1)=[O:25].[C:33]([OH:40])(=[O:39])/[CH:34]=[CH:35]\[C:36]([OH:38])=[O:37].C(OCC)(=O)C.